From a dataset of Full USPTO retrosynthesis dataset with 1.9M reactions from patents (1976-2016). Predict the reactants needed to synthesize the given product. Given the product [Br:1][C:2]1[C:3]([Cl:11])=[C:4]2[CH:10]=[CH:9][N:8]([S:20]([C:14]3[CH:19]=[CH:18][CH:17]=[CH:16][CH:15]=3)(=[O:22])=[O:21])[C:5]2=[N:6][CH:7]=1, predict the reactants needed to synthesize it. The reactants are: [Br:1][C:2]1[C:3]([Cl:11])=[C:4]2[CH:10]=[CH:9][NH:8][C:5]2=[N:6][CH:7]=1.[H-].[Na+].[C:14]1([S:20](Cl)(=[O:22])=[O:21])[CH:19]=[CH:18][CH:17]=[CH:16][CH:15]=1.O.